Task: Predict which catalyst facilitates the given reaction.. Dataset: Catalyst prediction with 721,799 reactions and 888 catalyst types from USPTO (1) Reactant: [CH3:1][C@H:2]1[CH2:7][C@@H:6]([CH3:8])[CH2:5][N:4]([C:9]([C@@H:11]2[CH2:19][C:18]3[C:13](=[CH:14][CH:15]=[CH:16][CH:17]=3)[N:12]2[C:20]2[N:25]=[CH:24][CH:23]=[CH:22][N:21]=2)=[O:10])[CH2:3]1.[Br:26]N1C(=O)CCC1=O.O. Product: [Br:26][C:16]1[CH:17]=[C:18]2[C:13](=[CH:14][CH:15]=1)[N:12]([C:20]1[N:25]=[CH:24][CH:23]=[CH:22][N:21]=1)[C@H:11]([C:9]([N:4]1[CH2:5][C@H:6]([CH3:8])[CH2:7][C@H:2]([CH3:1])[CH2:3]1)=[O:10])[CH2:19]2. The catalyst class is: 9. (2) Reactant: F[Sb-](F)(F)(F)(F)F.C(OC1C=CC([I+:23][C:24]2[CH:29]=[CH:28][C:27]([O:30][C:31]([CH2:34][C:35]([CH3:38])(C)C)(C)C)=[CH:26][CH:25]=2)=CC=1)(CC(C)(C)C)(C)C.[K+].[F:40][C:41]([F:59])([S:55]([O-:58])(=[O:57])=[O:56])[C:42]([F:54])([F:53])[C:43]([F:52])([F:51])[C:44]([F:50])([F:49])[S:45]([O-:48])(=[O:47])=[O:46].[K+].ClCCl. Product: [F:50][C:44]([F:49])([S:45]([O-:48])(=[O:47])=[O:46])[C:43]([F:52])([F:51])[C:42]([F:53])([F:54])[C:41]([F:40])([F:59])[S:55]([O-:58])(=[O:56])=[O:57].[CH2:31]([O:30][C:27]1[CH:26]=[CH:25][C:24]([IH+:23])=[CH:29][CH:28]=1)[CH2:34][CH2:35][CH2:38][CH2:41][CH2:42][CH2:43][CH3:44].[CH2:31]([O:30][C:27]1[CH:26]=[CH:25][C:24]([IH+:23])=[CH:29][CH:28]=1)[CH2:34][CH2:35][CH2:38][CH2:41][CH2:42][CH2:43][CH3:44]. The catalyst class is: 95.